Dataset: Catalyst prediction with 721,799 reactions and 888 catalyst types from USPTO. Task: Predict which catalyst facilitates the given reaction. Reactant: [NH2:1][C:2]1[CH:10]=[CH:9][C:8]([C:11]2[CH:12]=[C:13]3[C:19]([C:20]4[CH:21]=[CH:22][CH:23]=[C:24]5[C:28]=4[NH:27][CH:26]=[CH:25]5)=[CH:18][NH:17][C:14]3=[N:15][CH:16]=2)=[CH:7][C:3]=1[C:4](O)=[O:5].[CH3:29][NH:30][CH3:31].C(N(C(C)C)CC)(C)C.F[P-](F)(F)(F)(F)F.N1(OC(N(C)C)=[N+](C)C)C2N=CC=CC=2N=N1. Product: [NH2:1][C:2]1[CH:10]=[CH:9][C:8]([C:11]2[CH:12]=[C:13]3[C:19]([C:20]4[CH:21]=[CH:22][CH:23]=[C:24]5[C:28]=4[NH:27][CH:26]=[CH:25]5)=[CH:18][NH:17][C:14]3=[N:15][CH:16]=2)=[CH:7][C:3]=1[C:4]([N:30]([CH3:31])[CH3:29])=[O:5]. The catalyst class is: 3.